From a dataset of Reaction yield outcomes from USPTO patents with 853,638 reactions. Predict the reaction yield, written as a fraction of the theoretical maximum amount of product (1.0 means a 100% yield; for example, 0.34 means a 34% yield). The reactants are [CH3:1][N:2]([CH2:9][C:10]1[CH:11]=[C:12]([C:16]2[CH:21]=[CH:20][C:19]([CH:22]=O)=[CH:18][CH:17]=2)[CH:13]=[CH:14][CH:15]=1)[C:3]1[CH:8]=[CH:7][CH:6]=[CH:5][N:4]=1.[S:24]1[CH2:28][C:27](=[O:29])[NH:26][C:25]1=[O:30]. No catalyst specified. The product is [CH3:1][N:2]([CH2:9][C:10]1[CH:11]=[C:12]([C:16]2[CH:17]=[CH:18][C:19]([CH:22]=[C:28]3[S:24][C:25](=[O:30])[NH:26][C:27]3=[O:29])=[CH:20][CH:21]=2)[CH:13]=[CH:14][CH:15]=1)[C:3]1[CH:8]=[CH:7][CH:6]=[CH:5][N:4]=1. The yield is 0.810.